Task: Predict which catalyst facilitates the given reaction.. Dataset: Catalyst prediction with 721,799 reactions and 888 catalyst types from USPTO (1) Reactant: [CH3:1][C:2]1[C:8](=[O:9])[NH:7][C:5](=[O:6])[N:4]([C@@H:10]2[O:14][C@H:13]([CH2:15][OH:16])[CH:12]=[CH:11]2)[CH:3]=1.CN1C(=O)N(C)CCC1. Product: [C@@H:10]1([N:4]2[CH:3]=[C:2]([CH3:1])[C:8](=[O:9])[NH:7][C:5]2=[O:6])[O:14][C@H:13]([CH2:15][OH:16])[CH:12]=[CH:11]1. The catalyst class is: 32. (2) Reactant: [Cl:1][C:2]1[CH:10]=[C:9]2[C:5]([C:6]([CH:32]([F:34])[F:33])=[CH:7][N:8]2[S:11]([C:14]2[CH:19]=[CH:18][C:17]([O:20][CH2:21][C:22]([F:25])([F:24])[F:23])=[C:16]([N:26]3[CH2:31][CH2:30][NH:29][CH2:28][CH2:27]3)[CH:15]=2)(=[O:13])=[O:12])=[CH:4][CH:3]=1.[C:35]([BH3-])#N.[Na+].C=O. Product: [Cl:1][C:2]1[CH:10]=[C:9]2[C:5]([C:6]([CH:32]([F:33])[F:34])=[CH:7][N:8]2[S:11]([C:14]2[CH:19]=[CH:18][C:17]([O:20][CH2:21][C:22]([F:25])([F:23])[F:24])=[C:16]([N:26]3[CH2:31][CH2:30][N:29]([CH3:35])[CH2:28][CH2:27]3)[CH:15]=2)(=[O:12])=[O:13])=[CH:4][CH:3]=1. The catalyst class is: 5. (3) Reactant: [CH2:1]([NH2:3])[CH3:2].[Cl:4][C:5]1[N:10]=[C:9](Cl)[C:8]([C:12]([O:14][CH2:15][CH3:16])=[O:13])=[CH:7][N:6]=1.CCN(CC)CC. Product: [Cl:4][C:5]1[N:10]=[C:9]([NH:3][CH2:1][CH3:2])[C:8]([C:12]([O:14][CH2:15][CH3:16])=[O:13])=[CH:7][N:6]=1. The catalyst class is: 2. (4) Reactant: [Br:1][C:2]1[NH:10][C:9]2[C:8](=[O:11])[N:7]3[C:12]([CH2:15][CH2:16][C:17](O)=[O:18])=[N:13][N:14]=[C:6]3[N:5]([CH2:20][CH2:21][CH2:22][CH2:23][CH3:24])[C:4]=2[N:3]=1.[NH:25]1[CH2:30][CH2:29][O:28][CH2:27][CH2:26]1.C(N(CC)CC)C.F[P-](F)(F)(F)(F)F.N1(O[P+](N(C)C)(N(C)C)N(C)C)C2C=CC=CC=2N=N1. Product: [Br:1][C:2]1[NH:10][C:9]2[C:8](=[O:11])[N:7]3[C:12]([CH2:15][CH2:16][C:17]([N:25]4[CH2:30][CH2:29][O:28][CH2:27][CH2:26]4)=[O:18])=[N:13][N:14]=[C:6]3[N:5]([CH2:20][CH2:21][CH2:22][CH2:23][CH3:24])[C:4]=2[N:3]=1. The catalyst class is: 2. (5) Reactant: [NH:1]1[CH:5]=[C:4]([CH2:6][CH2:7][NH:8][C:9](=[O:24])[NH:10][CH:11]([CH2:15][C:16]2[CH:21]=[CH:20][C:19]([O:22][CH3:23])=[CH:18][CH:17]=2)[C:12]([OH:14])=O)[N:3]=[CH:2]1.C(N(C(C)C)CC)(C)C.CN(C(ON1N=NC2C=CC=CC1=2)=[N+](C)C)C.[B-](F)(F)(F)F.Cl.[C:57]([C:59]1([C:65]2[CH:70]=[CH:69][CH:68]=[CH:67][CH:66]=2)[CH2:64][CH2:63][NH:62][CH2:61][CH2:60]1)#[N:58]. Product: [C:57]([C:59]1([C:65]2[CH:70]=[CH:69][CH:68]=[CH:67][CH:66]=2)[CH2:60][CH2:61][N:62]([C:12](=[O:14])[CH:11]([NH:10][C:9]([NH:8][CH2:7][CH2:6][C:4]2[N:3]=[CH:2][NH:1][CH:5]=2)=[O:24])[CH2:15][C:16]2[CH:21]=[CH:20][C:19]([O:22][CH3:23])=[CH:18][CH:17]=2)[CH2:63][CH2:64]1)#[N:58]. The catalyst class is: 120.